This data is from Catalyst prediction with 721,799 reactions and 888 catalyst types from USPTO. The task is: Predict which catalyst facilitates the given reaction. (1) Reactant: [C:1](O)(=O)C.[NH:5]1[C:13]2[C:8](=[CH:9][C:10]([O:14][C@H:15]3[CH2:20][CH2:19][C@H:18](N)[CH2:17][CH2:16]3)=[CH:11][CH:12]=2)[CH:7]=[N:6]1.C=O.[C:24]([BH3-])#[N:25].[Na+].[OH-].[Na+].[ClH:30].C(OCC)C. Product: [ClH:30].[NH:5]1[C:13]2[C:8](=[CH:9][C:10]([O:14][C@H:15]3[CH2:20][CH2:19][C@H:18]([N:25]([CH3:24])[CH3:1])[CH2:17][CH2:16]3)=[CH:11][CH:12]=2)[CH:7]=[N:6]1. The catalyst class is: 5. (2) Reactant: [NH:1]1[CH2:5][C:4](=[O:6])[NH:3][C:2]1=[O:7].N1CCCC1.[CH3:13][C:14]1[C:15]([C:28]2[CH:29]=[C:30]([CH:33]=[CH:34][C:35]=2[O:36][CH3:37])[CH:31]=O)=[CH:16][C:17]2[C:18]([CH3:27])([CH3:26])[CH2:19][CH2:20][C:21]([CH3:25])([CH3:24])[C:22]=2[CH:23]=1. Product: [CH3:13][C:14]1[C:15]([C:28]2[CH:29]=[C:30]([CH:33]=[CH:34][C:35]=2[O:36][CH3:37])[CH:31]=[C:5]2[NH:1][C:2](=[O:7])[NH:3][C:4]2=[O:6])=[CH:16][C:17]2[C:18]([CH3:27])([CH3:26])[CH2:19][CH2:20][C:21]([CH3:24])([CH3:25])[C:22]=2[CH:23]=1. The catalyst class is: 8. (3) Reactant: [I:1][C:2]1[CH:7]=[CH:6][C:5]([OH:8])=[CH:4][CH:3]=1.Cl.Cl[CH2:11][CH2:12][N:13]1[CH2:18][CH2:17][O:16][CH2:15][CH2:14]1.C(=O)([O-])[O-].[K+].[K+]. Product: [I:1][C:2]1[CH:7]=[CH:6][C:5]([O:8][CH2:11][CH2:12][N:13]2[CH2:18][CH2:17][O:16][CH2:15][CH2:14]2)=[CH:4][CH:3]=1. The catalyst class is: 10. (4) Reactant: [OH:1][NH:2][C:3](=[NH:20])[C:4]1[CH:12]=[CH:11][CH:10]=[C:9]2[C:5]=1[CH:6]=[N:7][N:8]2[CH2:13][CH2:14][C:15]([O:17][CH2:18][CH3:19])=[O:16].C(N(CC)CC)C.[Cl:28][C:29]1[CH:30]=[C:31]([CH:35]=[CH:36][C:37]=1[O:38][CH:39]([CH3:41])[CH3:40])[C:32](Cl)=O. Product: [Cl:28][C:29]1[CH:30]=[C:31]([C:32]2[O:1][N:2]=[C:3]([C:4]3[CH:12]=[CH:11][CH:10]=[C:9]4[C:5]=3[CH:6]=[N:7][N:8]4[CH2:13][CH2:14][C:15]([O:17][CH2:18][CH3:19])=[O:16])[N:20]=2)[CH:35]=[CH:36][C:37]=1[O:38][CH:39]([CH3:40])[CH3:41]. The catalyst class is: 3. (5) Reactant: P(Cl)(Cl)Cl.[CH3:5][C:6]1[C:11]([C:12]([OH:14])=O)=[CH:10][N:9]=[C:8]([S:15][CH3:16])[N:7]=1.[Cl:17][C:18]1[CH:24]=[CH:23][CH:22]=[CH:21][C:19]=1[NH2:20]. Product: [Cl:17][C:18]1[CH:24]=[CH:23][CH:22]=[CH:21][C:19]=1[NH:20][C:12]([C:11]1[C:6]([CH3:5])=[N:7][C:8]([S:15][CH3:16])=[N:9][CH:10]=1)=[O:14]. The catalyst class is: 159. (6) Reactant: [CH2:1]([OH:19])[CH2:2][CH2:3][CH2:4][CH2:5][CH2:6][CH2:7][CH2:8][CH2:9][CH2:10][CH2:11][CH2:12][CH2:13][CH2:14][CH2:15][CH2:16][CH2:17][CH3:18].[O:20]1[CH:26]2[CH:21]1[CH2:22][CH:23]([C:27](OC)=[O:28])[CH2:24][CH2:25]2.N12CCN(CC1)CC2.C1(C)C=CC=CC=1. Product: [O:20]1[CH:26]2[CH:21]1[CH2:22][CH:23]([C:27]([O:19][CH2:1][CH2:2][CH2:3][CH2:4][CH2:5][CH2:6][CH2:7][CH2:8][CH2:9][CH2:10][CH2:11][CH2:12][CH2:13][CH2:14][CH2:15][CH2:16][CH2:17][CH3:18])=[O:28])[CH2:24][CH2:25]2. The catalyst class is: 5. (7) Reactant: C1C(=O)N([Br:8])C(=O)C1.[CH:9]1([C:12]2[CH:13]=[C:14]([C:25]([F:28])([F:27])[F:26])[C:15]3[N:16]([CH:18]=[C:19]([C:21]([O:23][CH3:24])=[O:22])[N:20]=3)[CH:17]=2)[CH2:11][CH2:10]1. Product: [Br:8][C:18]1[N:16]2[CH:17]=[C:12]([CH:9]3[CH2:11][CH2:10]3)[CH:13]=[C:14]([C:25]([F:27])([F:28])[F:26])[C:15]2=[N:20][C:19]=1[C:21]([O:23][CH3:24])=[O:22]. The catalyst class is: 279. (8) Reactant: C([O:3][C:4](=[O:30])[CH2:5][C:6]1[CH:7]=[C:8]([C:14]2[CH:19]=[CH:18][C:17](F)=[CH:16][C:15]=2[CH2:21][N:22]([C:25]([CH:27]2[CH2:29][CH2:28]2)=[O:26])[CH2:23][CH3:24])[C:9]([O:12][CH3:13])=[CH:10][CH:11]=1)C.[CH3:31][S-:32].[Na+]. Product: [CH:27]1([C:25]([N:22]([CH2:21][C:15]2[CH:16]=[C:17]([S:32][CH3:31])[CH:18]=[CH:19][C:14]=2[C:8]2[C:9]([O:12][CH3:13])=[CH:10][CH:11]=[C:6]([CH2:5][C:4]([OH:3])=[O:30])[CH:7]=2)[CH2:23][CH3:24])=[O:26])[CH2:29][CH2:28]1. The catalyst class is: 3. (9) Reactant: [CH2:1]([O:8][C:9]([N:11]1[CH2:18][C:17]([F:20])([F:19])[CH2:16][C@H:12]1[C:13](O)=[O:14])=[O:10])[C:2]1[CH:7]=[CH:6][CH:5]=[CH:4][CH:3]=1.[N:21]1C=CC=CC=1.C(OC(OC(C)(C)C)=O)(OC(C)(C)C)=O.C(=O)(O)[O-].[NH4+]. Product: [CH2:1]([O:8][C:9]([N:11]1[CH2:18][C:17]([F:20])([F:19])[CH2:16][C@H:12]1[C:13]([NH2:21])=[O:14])=[O:10])[C:2]1[CH:7]=[CH:6][CH:5]=[CH:4][CH:3]=1. The catalyst class is: 12.